The task is: Predict the reactants needed to synthesize the given product.. This data is from Full USPTO retrosynthesis dataset with 1.9M reactions from patents (1976-2016). (1) Given the product [CH2:10]([N:17]1[CH2:18][CH:19]=[C:20]([C:6]2[CH:7]=[CH:8][C:3]([CH2:1][CH3:2])=[CH:4][C:5]=2[OH:9])[CH2:21][CH2:22]1)[C:11]1[CH:16]=[CH:15][CH:14]=[CH:13][CH:12]=1, predict the reactants needed to synthesize it. The reactants are: [CH2:1]([C:3]1[CH:4]=[C:5]([OH:9])[CH:6]=[CH:7][CH:8]=1)[CH3:2].[CH2:10]([N:17]1[CH2:22][CH2:21][C:20](=O)[CH2:19][CH2:18]1)[C:11]1[CH:16]=[CH:15][CH:14]=[CH:13][CH:12]=1.Cl. (2) Given the product [Br:1][C:2]1[CH:10]=[CH:9][C:5]([C:6]([N:24]2[CH2:25][CH2:26][N:21]([C:15]3[CH:16]=[CH:17][C:18]([CH3:20])=[CH:19][C:14]=3[CH3:13])[CH2:22][CH2:23]2)=[O:8])=[C:4]([O:11][CH3:12])[CH:3]=1, predict the reactants needed to synthesize it. The reactants are: [Br:1][C:2]1[CH:10]=[CH:9][C:5]([C:6]([OH:8])=O)=[C:4]([O:11][CH3:12])[CH:3]=1.[CH3:13][C:14]1[CH:19]=[C:18]([CH3:20])[CH:17]=[CH:16][C:15]=1[N:21]1[CH2:26][CH2:25][NH:24][CH2:23][CH2:22]1.